From a dataset of Catalyst prediction with 721,799 reactions and 888 catalyst types from USPTO. Predict which catalyst facilitates the given reaction. (1) Reactant: [CH3:1][N:2]([CH3:7])[CH2:3][CH2:4][CH2:5][OH:6].C(N(CC)CC)C.[CH3:15][S:16](Cl)(=[O:18])=[O:17]. Product: [CH3:1][N:2]([CH3:7])[CH2:3][CH2:4][CH2:5][O:6][S:16]([CH3:15])(=[O:18])=[O:17]. The catalyst class is: 1. (2) Reactant: Cl[C:2]1[CH:7]=[C:6]([O:8][CH2:9][C:10]#[C:11][CH3:12])[N:5]=[CH:4][N:3]=1.C(=O)([O-])[O-].[K+].[K+].[F:19][C:20]1[CH:21]=[C:22]([OH:27])[CH:23]=[CH:24][C:25]=1[F:26].[Cl-].[NH4+]. Product: [CH2:9]([O:8][C:6]1[CH:7]=[C:2]([O:27][C:22]2[CH:23]=[CH:24][C:25]([F:26])=[C:20]([F:19])[CH:21]=2)[N:3]=[CH:4][N:5]=1)[C:10]#[C:11][CH3:12]. The catalyst class is: 9. (3) Reactant: Br[CH2:2][C:3]1[C:8]([C:9]([F:12])([F:11])[F:10])=[CH:7][CH:6]=[CH:5][C:4]=1[F:13].[CH3:14][O:15][C:16]1[N:21]=[N:20][C:19]([N:22]2[C:27](=[O:28])[C:26]3=[C:29]([CH3:41])[N:30]([C:32]4[CH:37]=[CH:36][C:35]([N+:38]([O-:40])=[O:39])=[CH:34][CH:33]=4)[N:31]=[C:25]3[NH:24][C:23]2=[O:42])=[CH:18][CH:17]=1.C(=O)([O-])[O-].[K+].[K+].O. Product: [F:13][C:4]1[CH:5]=[CH:6][CH:7]=[C:8]([C:9]([F:12])([F:11])[F:10])[C:3]=1[CH2:2][N:24]1[C:25]2=[N:31][N:30]([C:32]3[CH:37]=[CH:36][C:35]([N+:38]([O-:40])=[O:39])=[CH:34][CH:33]=3)[C:29]([CH3:41])=[C:26]2[C:27](=[O:28])[N:22]([C:19]2[N:20]=[N:21][C:16]([O:15][CH3:14])=[CH:17][CH:18]=2)[C:23]1=[O:42]. The catalyst class is: 9. (4) Reactant: [C:1](OC(=O)C)(=[O:3])[CH3:2].[CH3:8][O:9][C:10]1[CH:19]=[C:18]([O:20][CH3:21])[CH:17]=[C:16]2[C:11]=1[C:12](=[O:37])[NH:13][C:14]([C:22]1[CH:27]=[CH:26][C:25]([O:28][CH3:29])=[CH:24][C:23]=1[NH:30][CH:31]1[CH2:36][CH2:35][NH:34][CH2:33][CH2:32]1)=[N:15]2.C(N(CC)CC)C. Product: [C:1]([N:34]1[CH2:33][CH2:32][CH:31]([NH:30][C:23]2[CH:24]=[C:25]([O:28][CH3:29])[CH:26]=[CH:27][C:22]=2[C:14]2[NH:13][C:12](=[O:37])[C:11]3[C:16](=[CH:17][C:18]([O:20][CH3:21])=[CH:19][C:10]=3[O:9][CH3:8])[N:15]=2)[CH2:36][CH2:35]1)(=[O:3])[CH3:2]. The catalyst class is: 4. (5) Reactant: [Br:1][C:2]1[C:7]([F:8])=[CH:6][C:5]([Br:9])=[C:4]([F:10])[C:3]=1[S:11]([NH:14][C@H:15]1[CH2:19][N:18]([C:20](OC(C)(C)C)=O)[C@@H:17]([CH3:27])[CH2:16]1)(=[O:13])=[O:12].Cl.CC[N:31](C(C)C)C(C)C.N#CBr.C(O)C(N)(CO)CO. Product: [Br:1][C:2]1[C:7]([F:8])=[CH:6][C:5]([Br:9])=[C:4]([F:10])[C:3]=1[S:11]([NH:14][C@@H:15]1[CH2:16][C@H:17]([CH3:27])[N:18]([C:20]#[N:31])[CH2:19]1)(=[O:13])=[O:12]. The catalyst class is: 12. (6) Reactant: [OH:1][C:2]1[CH:19]=[CH:18][C:5]([C:6]([O:8][CH2:9][C:10]2[CH:15]=[CH:14][C:13]([O:16][CH3:17])=[CH:12][CH:11]=2)=[O:7])=[CH:4][CH:3]=1.[CH2:20]([O:27][C:28]([NH:30][C@H:31]([C:35](O)=[O:36])[CH:32]([CH3:34])[CH3:33])=[O:29])[C:21]1[CH:26]=[CH:25][CH:24]=[CH:23][CH:22]=1.C(O)C. Product: [CH2:20]([O:27][C:28]([NH:30][C@H:31]([C:35]([O:1][C:2]1[CH:3]=[CH:4][C:5]([C:6]([O:8][CH2:9][C:10]2[CH:15]=[CH:14][C:13]([O:16][CH3:17])=[CH:12][CH:11]=2)=[O:7])=[CH:18][CH:19]=1)=[O:36])[CH:32]([CH3:34])[CH3:33])=[O:29])[C:21]1[CH:26]=[CH:25][CH:24]=[CH:23][CH:22]=1. The catalyst class is: 4.